From a dataset of Forward reaction prediction with 1.9M reactions from USPTO patents (1976-2016). Predict the product of the given reaction. Given the reactants C([O:8][C@H:9]1[CH2:13][N:12]([C:14](=[O:29])[CH2:15][NH:16][C:17](=[O:28])[C:18]2[CH:23]=[CH:22][CH:21]=[C:20]([C:24]([F:27])([F:26])[F:25])[CH:19]=2)[C@H:11]([CH:30]([CH3:32])[CH3:31])[CH2:10]1)C1C=CC=CC=1, predict the reaction product. The product is: [OH:8][C@H:9]1[CH2:13][N:12]([C:14](=[O:29])[CH2:15][NH:16][C:17](=[O:28])[C:18]2[CH:23]=[CH:22][CH:21]=[C:20]([C:24]([F:26])([F:27])[F:25])[CH:19]=2)[C@H:11]([CH:30]([CH3:32])[CH3:31])[CH2:10]1.